This data is from Forward reaction prediction with 1.9M reactions from USPTO patents (1976-2016). The task is: Predict the product of the given reaction. (1) Given the reactants [Li]CCCC.Br[C:7]1[CH:8]=[C:9]2[C:14](=[CH:15][CH:16]=1)[N:13]=[C:12]([O:17][CH:18]([F:20])[F:19])[C:11]([CH2:21][C:22]1[CH:23]=[N:24][CH:25]=[N:26][CH:27]=1)=[C:10]2[O:28][CH:29]([F:31])[F:30].[F:32][C:33]1[CH:49]=[CH:48][C:36]([C:37]([CH:39]2[CH2:44][CH2:43][N:42]([C:45](=[O:47])[CH3:46])[CH2:41][CH2:40]2)=[O:38])=[CH:35][CH:34]=1, predict the reaction product. The product is: [F:19][CH:18]([F:20])[O:17][C:12]1[C:11]([CH2:21][C:22]2[CH:23]=[N:24][CH:25]=[N:26][CH:27]=2)=[C:10]([O:28][CH:29]([F:31])[F:30])[C:9]2[C:14](=[CH:15][CH:16]=[C:7]([C:37]([C:36]3[CH:35]=[CH:34][C:33]([F:32])=[CH:49][CH:48]=3)([OH:38])[CH:39]3[CH2:40][CH2:41][N:42]([C:45](=[O:47])[CH3:46])[CH2:43][CH2:44]3)[CH:8]=2)[N:13]=1. (2) Given the reactants Br[C:2]1[CH:3]=[C:4]([C:8]2([C:19]3[CH:24]=[CH:23][C:22]([O:25][CH3:26])=[CH:21][CH:20]=3)[C:16]3[C:11](=[C:12]([F:17])[CH:13]=[CH:14][CH:15]=3)[C:10]([NH2:18])=[N:9]2)[CH:5]=[CH:6][CH:7]=1.[N:27]1[CH:32]=[C:31](B(O)O)[CH:30]=[N:29][CH:28]=1, predict the reaction product. The product is: [F:17][C:12]1[CH:13]=[CH:14][CH:15]=[C:16]2[C:11]=1[C:10]([NH2:18])=[N:9][C:8]2([C:19]1[CH:20]=[CH:21][C:22]([O:25][CH3:26])=[CH:23][CH:24]=1)[C:4]1[CH:5]=[CH:6][CH:7]=[C:2]([C:31]2[CH:32]=[N:27][CH:28]=[N:29][CH:30]=2)[CH:3]=1. (3) Given the reactants [CH2:1]([O:8][C:9]1[CH:35]=[CH:34][C:33](I)=[CH:32][C:10]=1[CH2:11][C@@H:12]([C:22]([O:24][CH2:25][C:26]1[CH:31]=[CH:30][CH:29]=[CH:28][CH:27]=1)=[O:23])[N:13]([C:15]([O:17][C:18]([CH3:21])([CH3:20])[CH3:19])=[O:16])[CH3:14])[C:2]1[CH:7]=[CH:6][CH:5]=[CH:4][CH:3]=1.CN(C=O)C.[CH3:42][C:43]1([CH3:59])[C:47]([CH3:49])([CH3:48])[O:46][B:45]([B:45]2[O:46][C:47]([CH3:49])([CH3:48])[C:43]([CH3:59])([CH3:42])[O:44]2)[O:44]1.C([O-])(=O)C.[K+], predict the reaction product. The product is: [CH2:1]([O:8][C:9]1[CH:35]=[CH:34][C:33]([B:45]2[O:46][C:47]([CH3:49])([CH3:48])[C:43]([CH3:59])([CH3:42])[O:44]2)=[CH:32][C:10]=1[CH2:11][C@@H:12]([C:22]([O:24][CH2:25][C:26]1[CH:31]=[CH:30][CH:29]=[CH:28][CH:27]=1)=[O:23])[N:13]([C:15]([O:17][C:18]([CH3:21])([CH3:20])[CH3:19])=[O:16])[CH3:14])[C:2]1[CH:7]=[CH:6][CH:5]=[CH:4][CH:3]=1. (4) Given the reactants [Cl:1][C:2]1[CH:3]=[C:4]([OH:23])[CH:5]=[CH:6][C:7]=1[CH:8]([CH3:22])[C:9]([C:15]1[CH:20]=[CH:19][N:18]=[C:17]([Cl:21])[CH:16]=1)([OH:14])[C:10]([F:13])([F:12])[F:11].[CH3:24][O:25][C:26]([C:28]1[CH:33]=[N:32][C:31](Cl)=[CH:30][N:29]=1)=[O:27], predict the reaction product. The product is: [CH3:24][O:25][C:26]([C:28]1[CH:33]=[N:32][C:31]([O:23][C:4]2[CH:5]=[CH:6][C:7]([CH:8]([CH3:22])[C:9]([C:15]3[CH:20]=[CH:19][N:18]=[C:17]([Cl:21])[CH:16]=3)([OH:14])[C:10]([F:13])([F:12])[F:11])=[C:2]([Cl:1])[CH:3]=2)=[CH:30][N:29]=1)=[O:27]. (5) Given the reactants [NH2:1][C:2]1[C:3]2[C:13]([O:14][CH2:15][C:16]([NH:19]C(=O)[O-])([CH3:18])[CH3:17])=[CH:12][CH:11]=[CH:10][C:4]=2[NH:5][S:6](=[O:9])(=[O:8])[N:7]=1.[ClH:23], predict the reaction product. The product is: [Cl-:23].[NH2:1][C:2]1[C:3]2[C:13]([O:14][CH2:15][C:16]([CH3:18])([NH3+:19])[CH3:17])=[CH:12][CH:11]=[CH:10][C:4]=2[NH:5][S:6](=[O:9])(=[O:8])[N:7]=1.